Dataset: Forward reaction prediction with 1.9M reactions from USPTO patents (1976-2016). Task: Predict the product of the given reaction. (1) The product is: [CH3:1][N:2]1[C:6]2([CH2:7][CH2:8][NH:9][CH2:10][CH2:11]2)[C:5](=[O:22])[NH:4][C:3]1=[O:23]. Given the reactants [CH3:1][N:2]1[C:6]2([CH2:11][CH2:10][N:9](C(OCC3C=CC=CC=3)=O)[CH2:8][CH2:7]2)[C:5](=[O:22])[NH:4][C:3]1=[O:23], predict the reaction product. (2) Given the reactants [H-].[Na+].[C:3]([O:7][C:8]([NH:10][C@H:11]([C:15]1[NH:16][C:17]([C:20]2[CH:25]=[CH:24][C:23]([NH:26][C:27](=[O:30])[O:28][CH3:29])=[CH:22][C:21]=2[N+:31]([O-:33])=[O:32])=[CH:18][N:19]=1)[CH2:12][CH:13]=[CH2:14])=[O:9])([CH3:6])([CH3:5])[CH3:4].[CH3:34][Si:35]([CH2:38][CH2:39][O:40][CH2:41]Cl)([CH3:37])[CH3:36], predict the reaction product. The product is: [C:3]([O:7][C:8]([NH:10][C@H:11]([C:15]1[N:19]([CH2:41][O:40][CH2:39][CH2:38][Si:35]([CH3:37])([CH3:36])[CH3:34])[CH:18]=[C:17]([C:20]2[CH:25]=[CH:24][C:23]([NH:26][C:27](=[O:30])[O:28][CH3:29])=[CH:22][C:21]=2[N+:31]([O-:33])=[O:32])[N:16]=1)[CH2:12][CH:13]=[CH2:14])=[O:9])([CH3:4])([CH3:5])[CH3:6]. (3) Given the reactants Cl[C:2]1[N:7]=[C:6]([O:8][CH3:9])[C:5]([C:10]#[N:11])=[CH:4][N:3]=1.Cl.[NH2:13][C@H:14]([C:16]1[C:17](=[O:36])[NH:18][C:19]2[C:24]([CH:25]=1)=[CH:23][C:22]([Cl:26])=[C:21]([O:27][C@@H:28]([C:30]1[CH:35]=[CH:34][CH:33]=[CH:32][N:31]=1)[CH3:29])[CH:20]=2)[CH3:15].CCN(C(C)C)C(C)C.O, predict the reaction product. The product is: [Cl:26][C:22]1[CH:23]=[C:24]2[C:19](=[CH:20][C:21]=1[O:27][C@@H:28]([C:30]1[CH:35]=[CH:34][CH:33]=[CH:32][N:31]=1)[CH3:29])[NH:18][C:17](=[O:36])[C:16]([C@@H:14]([NH:13][C:2]1[N:7]=[C:6]([O:8][CH3:9])[C:5]([C:10]#[N:11])=[CH:4][N:3]=1)[CH3:15])=[CH:25]2. (4) Given the reactants [CH3:1][CH:2]([CH3:8])/[CH:3]=[CH:4]/[C:5]([OH:7])=O.C(Cl)(=O)C(Cl)=O.Cl.[CH3:16][C:17]1[C:22]([CH:23]2[CH2:28][CH2:27][NH:26][CH2:25][CH2:24]2)=[CH:21][CH:20]=[CH:19][N:18]=1.CCN(C(C)C)C(C)C, predict the reaction product. The product is: [CH3:8][CH:2]([CH3:1])/[CH:3]=[CH:4]/[C:5]([N:26]1[CH2:27][CH2:28][CH:23]([C:22]2[C:17]([CH3:16])=[N:18][CH:19]=[CH:20][CH:21]=2)[CH2:24][CH2:25]1)=[O:7]. (5) Given the reactants [CH2:1]([C:5]1[N:6]([CH3:28])[C:7]2[C:16]3[CH:15]=[C:14]([O:17][CH2:18][CH2:19][CH:20]4[CH2:25][CH2:24][NH:23][CH2:22][CH2:21]4)[CH:13]=[CH:12][C:11]=3[N:10]=[C:9]([NH2:26])[C:8]=2[N:27]=1)[CH2:2][CH2:3][CH3:4].[CH3:29][S:30](O[S:30]([CH3:29])(=[O:32])=[O:31])(=[O:32])=[O:31].C(N(CC)CC)C.O, predict the reaction product. The product is: [CH2:1]([C:5]1[N:6]([CH3:28])[C:7]2[C:16]3[CH:15]=[C:14]([O:17][CH2:18][CH2:19][CH:20]4[CH2:21][CH2:22][N:23]([S:30]([CH3:29])(=[O:32])=[O:31])[CH2:24][CH2:25]4)[CH:13]=[CH:12][C:11]=3[N:10]=[C:9]([NH2:26])[C:8]=2[N:27]=1)[CH2:2][CH2:3][CH3:4]. (6) Given the reactants CO[C:3]([C:5]1[C:6]([OH:25])=[C:7]2[C:12](=[C:13]([CH3:15])[N:14]=1)[N:11]([CH2:16][C:17]1[CH:22]=[CH:21][CH:20]=[CH:19][CH:18]=1)[C:10](=[O:23])[C:9]([CH3:24])=[CH:8]2)=[O:4].[NH2:26][CH2:27][C:28]([OH:30])=[O:29].C[O-].[Na+], predict the reaction product. The product is: [CH2:16]([N:11]1[C:12]2[C:7](=[C:6]([OH:25])[C:5]([C:3]([NH:26][CH2:27][C:28]([OH:30])=[O:29])=[O:4])=[N:14][C:13]=2[CH3:15])[CH:8]=[C:9]([CH3:24])[C:10]1=[O:23])[C:17]1[CH:18]=[CH:19][CH:20]=[CH:21][CH:22]=1.